From a dataset of Catalyst prediction with 721,799 reactions and 888 catalyst types from USPTO. Predict which catalyst facilitates the given reaction. The catalyst class is: 23. Product: [CH3:19][C:18]1[CH:17]=[CH:16][C:15]([C:20]2[N:24]=[C:23]([CH:25]3[CH2:28][N:27]([S:29](=[O:31])(=[O:30])[NH2:32])[CH2:26]3)[O:22][N:21]=2)=[CH:14][C:13]=1[NH:12][C:10]([C:3]1[N:4]2[CH:9]=[CH:8][CH:7]=[CH:6][C:5]2=[N:1][CH:2]=1)=[O:11]. Reactant: [N:1]1[CH:2]=[C:3]([C:10]([NH:12][C:13]2[CH:14]=[C:15]([C:20]3[N:24]=[C:23]([CH:25]4[CH2:28][N:27]([S:29]([NH:32]C(=O)OC(C)(C)C)(=[O:31])=[O:30])[CH2:26]4)[O:22][N:21]=3)[CH:16]=[CH:17][C:18]=2[CH3:19])=[O:11])[N:4]2[CH:9]=[CH:8][CH:7]=[CH:6][C:5]=12.Cl.